This data is from Catalyst prediction with 721,799 reactions and 888 catalyst types from USPTO. The task is: Predict which catalyst facilitates the given reaction. Reactant: [CH:1](NC(C)C)(C)C.[CH3:8][O:9][C:10]([CH:12]1[CH2:17][CH2:16][N:15]([C:18]([O:20][C:21]([CH3:24])([CH3:23])[CH3:22])=[O:19])[CH2:14][CH2:13]1)=[O:11].CI. Product: [CH3:8][O:9][C:10]([C:12]1([CH3:1])[CH2:13][CH2:14][N:15]([C:18]([O:20][C:21]([CH3:24])([CH3:23])[CH3:22])=[O:19])[CH2:16][CH2:17]1)=[O:11]. The catalyst class is: 1.